The task is: Predict the reaction yield, written as a fraction of the theoretical maximum amount of product (1.0 means a 100% yield; for example, 0.34 means a 34% yield).. This data is from Reaction yield outcomes from USPTO patents with 853,638 reactions. (1) No catalyst specified. The yield is 0.750. The reactants are [C:1]([O:5][C:6]([NH:8][CH:9]1[CH2:12][NH:11][CH2:10]1)=[O:7])([CH3:4])([CH3:3])[CH3:2].Br[C:14]1[S:15][C:16]2[CH:22]=[C:21]([C:23]([O:25][CH2:26][CH3:27])=[O:24])[CH:20]=[CH:19][C:17]=2[N:18]=1.C(N(C(C)C)CC)(C)C. The product is [C:1]([O:5][C:6]([NH:8][CH:9]1[CH2:10][N:11]([C:14]2[S:15][C:16]3[CH:22]=[C:21]([C:23]([O:25][CH2:26][CH3:27])=[O:24])[CH:20]=[CH:19][C:17]=3[N:18]=2)[CH2:12]1)=[O:7])([CH3:4])([CH3:2])[CH3:3]. (2) The reactants are [C:1](P(C(C)(C)C)C(C)(C)C)(C)(C)[CH3:2].[C:14]1([NH:20][C:21]2[CH:41]=[CH:40][C:24]3[O:25][C:26]4[CH:32]=[C:31]([NH:33][C:34]5[CH:39]=[CH:38][CH:37]=[CH:36][CH:35]=5)[CH:30]=[CH:29][C:27]=4[O:28][C:23]=3[CH:22]=2)[CH:19]=[CH:18][CH:17]=[CH:16][CH:15]=1.Br[C:43]1[C:52]2[C:47](=[CH:48][CH:49]=[CH:50][CH:51]=2)[CH:46]=[CH:45][CH:44]=1.CC(C)([O-])C.[Na+].[C:59]1([CH3:66])[C:60]([CH3:65])=[CH:61][CH:62]=[CH:63][CH:64]=1. The catalyst is C([O-])(=O)C.[Pd+2].C([O-])(=O)C.C(OCC)(=O)C.O. The product is [C:43]1([N:20]([C:21]2[CH:41]=[CH:40][C:24]3[O:25][C:26]4[CH:32]=[C:31]([N:33]([C:34]5[CH:35]=[CH:36][CH:37]=[CH:38][CH:39]=5)[C:65]5[C:60]6[C:59](=[CH:64][CH:63]=[CH:62][CH:61]=6)[CH:66]=[CH:2][CH:1]=5)[CH:30]=[CH:29][C:27]=4[O:28][C:23]=3[CH:22]=2)[C:14]2[CH:19]=[CH:18][CH:17]=[CH:16][CH:15]=2)[C:52]2[C:47](=[CH:48][CH:49]=[CH:50][CH:51]=2)[CH:46]=[CH:45][CH:44]=1. The yield is 0.385. (3) The reactants are [CH2:1]([N:3]([CH2:11][CH2:12][N:13]1[CH2:18][CH2:17][S:16][C:15]2[CH:19]=[C:20]([NH:23][C:24]([C:26]3[S:27][CH:28]=[CH:29][CH:30]=3)=[NH:25])[CH:21]=[CH:22][C:14]1=2)C(=O)OC(C)(C)C)[CH3:2].Cl.[OH-].[Na+]. The catalyst is CO.O. The product is [CH2:1]([NH:3][CH2:11][CH2:12][N:13]1[CH2:18][CH2:17][S:16][C:15]2[CH:19]=[C:20]([NH:23][C:24]([C:26]3[S:27][CH:28]=[CH:29][CH:30]=3)=[NH:25])[CH:21]=[CH:22][C:14]1=2)[CH3:2]. The yield is 0.458. (4) The reactants are [CH2:1]([O:8][C:9]1[CH:10]=[CH:11][C:12]([C@@H:20]([O:23][Si:24]([C:27]([CH3:30])([CH3:29])[CH3:28])([CH3:26])[CH3:25])[CH2:21]Br)=[C:13]2[C:18]=1[NH:17][C:16](=[O:19])[CH:15]=[CH:14]2)[C:2]1[CH:7]=[CH:6][CH:5]=[CH:4][CH:3]=1.[NH2:31][CH2:32][CH2:33][CH2:34][CH2:35][CH2:36][OH:37].[C:38]([O:42][C:43](O[C:43]([O:42][C:38]([CH3:41])([CH3:40])[CH3:39])=[O:44])=[O:44])([CH3:41])([CH3:40])[CH3:39]. The catalyst is CN1C(=O)CCC1.C1COCC1.C([O-])(O)=O.[Na+]. The product is [CH2:1]([O:8][C:9]1[CH:10]=[CH:11][C:12]([C@@H:20]([O:23][Si:24]([C:27]([CH3:30])([CH3:29])[CH3:28])([CH3:26])[CH3:25])[CH2:21][N:31]([CH2:32][CH2:33][CH2:34][CH2:35][CH2:36][OH:37])[C:43](=[O:44])[O:42][C:38]([CH3:41])([CH3:40])[CH3:39])=[C:13]2[C:18]=1[NH:17][C:16](=[O:19])[CH:15]=[CH:14]2)[C:2]1[CH:7]=[CH:6][CH:5]=[CH:4][CH:3]=1. The yield is 0.122. (5) The reactants are Cl[C:2]1[CH:7]=[CH:6][C:5]([N+:8]([O-])=O)=[CH:4][N:3]=1.[NH2:11][CH:12]1[CH2:17][CH2:16][CH2:15][N:14]([C:18]([O:20][C:21]([CH3:24])([CH3:23])[CH3:22])=[O:19])[CH2:13]1. No catalyst specified. The product is [NH2:8][C:5]1[CH:6]=[CH:7][C:2]([NH:11][CH:12]2[CH2:17][CH2:16][CH2:15][N:14]([C:18]([O:20][C:21]([CH3:24])([CH3:23])[CH3:22])=[O:19])[CH2:13]2)=[N:3][CH:4]=1. The yield is 0.350. (6) The reactants are [CH3:1][N:2]1[C:10]2[C:5](=[C:6]([CH3:11])[CH:7]=[CH:8][CH:9]=2)[C:4]([CH2:12][NH:13][CH3:14])=[CH:3]1.[NH2:15][C:16]1[N:21]=[CH:20][C:19](/[CH:22]=[CH:23]/[C:24]([OH:26])=O)=[CH:18][CH:17]=1.C1C=CC2N(O)N=NC=2C=1.O.C(Cl)CCl. The catalyst is CN(C=O)C.CCN(CC)CC. The product is [NH2:15][C:16]1[N:21]=[CH:20][C:19](/[CH:22]=[CH:23]/[C:24]([N:13]([CH2:12][C:4]2[C:5]3[C:10](=[CH:9][CH:8]=[CH:7][C:6]=3[CH3:11])[N:2]([CH3:1])[CH:3]=2)[CH3:14])=[O:26])=[CH:18][CH:17]=1. The yield is 0.360. (7) The reactants are [CH3:1][O:2][C:3]1[CH:4]=[C:5]2[C:10](=[CH:11][C:12]=1[O:13][CH3:14])[N:9]=[CH:8][CH:7]=[C:6]2[O:15][C:16]1[CH:21]=[CH:20][C:19]([NH2:22])=[CH:18][C:17]=1[F:23].[NH4+].[N:25]#[C:26][S-:27].BrBr. The catalyst is CC(O)=O. The product is [CH3:1][O:2][C:3]1[CH:4]=[C:5]2[C:10](=[CH:11][C:12]=1[O:13][CH3:14])[N:9]=[CH:8][CH:7]=[C:6]2[O:15][C:16]1[C:17]([F:23])=[CH:18][C:19]2[N:22]=[C:26]([NH2:25])[S:27][C:20]=2[CH:21]=1. The yield is 0.480.